This data is from NCI-60 drug combinations with 297,098 pairs across 59 cell lines. The task is: Regression. Given two drug SMILES strings and cell line genomic features, predict the synergy score measuring deviation from expected non-interaction effect. Drug 1: CN1CCC(CC1)COC2=C(C=C3C(=C2)N=CN=C3NC4=C(C=C(C=C4)Br)F)OC. Cell line: ACHN. Drug 2: COC1=C2C(=CC3=C1OC=C3)C=CC(=O)O2. Synergy scores: CSS=14.4, Synergy_ZIP=-6.35, Synergy_Bliss=0.128, Synergy_Loewe=-17.9, Synergy_HSA=-1.27.